From a dataset of Full USPTO retrosynthesis dataset with 1.9M reactions from patents (1976-2016). Predict the reactants needed to synthesize the given product. (1) The reactants are: C(N(C(C)C)CC)(C)C.[NH2:10][C@H:11]([C:21]([N:23]1[CH2:28][CH2:27][N:26]([C:29]2[CH:34]=[CH:33][CH:32]=[C:31]([CH3:35])[N:30]=2)[CH2:25][CH2:24]1)=[O:22])[CH2:12][CH2:13][CH2:14][CH2:15][NH:16][C:17](=[O:20])[CH:18]=[CH2:19].[C:36](Cl)(=[O:43])[C:37]1[CH:42]=[CH:41][CH:40]=[CH:39][CH:38]=1. Given the product [CH3:35][C:31]1[N:30]=[C:29]([N:26]2[CH2:27][CH2:28][N:23]([C:21](=[O:22])[C@@H:11]([NH:10][C:36]([C:37]3[CH:42]=[CH:41][CH:40]=[CH:39][CH:38]=3)=[O:43])[CH2:12][CH2:13][CH2:14][CH2:15][NH:16][C:17](=[O:20])[CH:18]=[CH2:19])[CH2:24][CH2:25]2)[CH:34]=[CH:33][CH:32]=1, predict the reactants needed to synthesize it. (2) Given the product [C:23]([C:21]1[CH:20]=[CH:19][C:18]([OH:27])=[C:17]([NH:16][C:4](=[O:5])[C:3]2[CH:7]=[CH:8][N:9]=[CH:10][C:2]=2[F:1])[CH:22]=1)([CH3:26])([CH3:24])[CH3:25], predict the reactants needed to synthesize it. The reactants are: [F:1][C:2]1[CH:10]=[N:9][CH:8]=[CH:7][C:3]=1[C:4](Cl)=[O:5].CN(C=O)C.[NH2:16][C:17]1[CH:22]=[C:21]([C:23]([CH3:26])([CH3:25])[CH3:24])[CH:20]=[CH:19][C:18]=1[OH:27].C(N(CC)CC)C. (3) Given the product [F:57][C:56]([F:58])([F:59])[C:51]1[CH:52]=[CH:53][CH:54]=[CH:55][C:50]=1[CH2:49][N:34]1[N:33]=[C:31]2[N:32]=[C:27]([O:26][C@@H:25]([CH3:45])[C:24]([F:23])([F:46])[F:47])[N:28]=[C:29]([N:36]3[CH2:40][CH2:39][C@H:38]([NH:41][C:42](=[O:44])[CH3:43])[CH2:37]3)[C:30]2=[N:35]1, predict the reactants needed to synthesize it. The reactants are: C(C1N=C(N2CCC(F)(F)C2)C2C(=NN(CC)N=2)N=1)(C)(C)C.[F:23][C:24]([F:47])([F:46])[C@H:25]([CH3:45])[O:26][C:27]1[N:28]=[C:29]([N:36]2[CH2:40][CH2:39][C@H:38]([NH:41][C:42](=[O:44])[CH3:43])[CH2:37]2)[C:30]2[N:35]=[N:34][NH:33][C:31]=2[N:32]=1.Br[CH2:49][C:50]1[CH:55]=[CH:54][CH:53]=[CH:52][C:51]=1[C:56]([F:59])([F:58])[F:57]. (4) The reactants are: [C:1]([O:5][C:6]([N:8]1[C@H:13]([CH2:14][NH2:15])[CH2:12][C@H:11]2[C@@H:9]1[CH2:10]2)=[O:7])([CH3:4])([CH3:3])[CH3:2].[C:16]1([C:26](O)=[O:27])[C:25]2[C:20](=[CH:21][CH:22]=[CH:23][CH:24]=2)[CH:19]=[CH:18][N:17]=1. Given the product [C:1]([O:5][C:6]([N:8]1[C@H:13]([CH2:14][NH:15][C:26]([C:16]2[C:25]3[C:20](=[CH:21][CH:22]=[CH:23][CH:24]=3)[CH:19]=[CH:18][N:17]=2)=[O:27])[CH2:12][C@H:11]2[C@@H:9]1[CH2:10]2)=[O:7])([CH3:4])([CH3:3])[CH3:2], predict the reactants needed to synthesize it. (5) Given the product [OH:5][C:4]1[C:6]2[CH:10]=[C:9]([C:11]3[CH:12]=[CH:13][C:14]([C:17]#[N:18])=[CH:15][CH:16]=3)[NH:8][C:7]=2[N:19]=[CH:20][N:21]=1, predict the reactants needed to synthesize it. The reactants are: C(O[C:4]([C:6]1[CH:10]=[C:9]([C:11]2[CH:16]=[CH:15][C:14]([C:17]#[N:18])=[CH:13][CH:12]=2)[NH:8][C:7]=1[NH2:19])=[O:5])C.[CH3:20][N:21](C=O)C.C(N)=O. (6) Given the product [CH3:1][O:2][C:3]1[CH:4]=[C:5]([CH:22]=[CH:23][C:24]=1[O:25][CH2:26][C:27]1[N:28]=[C:29]([C:33]2[CH:38]=[CH:37][CH:36]=[CH:35][CH:34]=2)[O:30][C:31]=1[CH3:32])[CH2:6][O:7]/[N:8]=[C:9](/[C:16]1[CH:17]=[CH:18][CH:19]=[CH:20][CH:21]=1)\[CH2:10][CH2:11][C:12]([OH:14])=[O:13], predict the reactants needed to synthesize it. The reactants are: [CH3:1][O:2][C:3]1[CH:4]=[C:5]([CH:22]=[CH:23][C:24]=1[O:25][CH2:26][C:27]1[N:28]=[C:29]([C:33]2[CH:38]=[CH:37][CH:36]=[CH:35][CH:34]=2)[O:30][C:31]=1[CH3:32])[CH2:6][O:7]/[N:8]=[C:9](/[C:16]1[CH:21]=[CH:20][CH:19]=[CH:18][CH:17]=1)\[CH2:10][CH2:11][C:12]([O:14]C)=[O:13].[OH-].[Na+]. (7) Given the product [Br:1][CH2:2][CH2:3][C:4]1[C:13]2[C:8](=[CH:9][CH:10]=[CH:11][CH:12]=2)[C:7]([S:14]([Cl:17])(=[O:16])=[O:15])=[CH:6][CH:5]=1, predict the reactants needed to synthesize it. The reactants are: [Br:1][CH2:2][CH2:3][C:4]1[C:13]2[C:8](=[CH:9][CH:10]=[CH:11][CH:12]=2)[CH:7]=[CH:6][CH:5]=1.[S:14](Cl)([Cl:17])(=[O:16])=[O:15]. (8) Given the product [OH:4][CH2:5][C:6]1[CH:7]=[C:8]2[C:13](=[CH:14][C:15]=1[CH2:16][OH:17])[O:12][C:11](=[O:21])[C:10]([CH2:22][C:23]([O:25][CH2:26][CH3:27])=[O:24])=[C:9]2[C:28]1[CH:29]=[CH:30][CH:31]=[CH:32][CH:33]=1, predict the reactants needed to synthesize it. The reactants are: C([O:4][CH2:5][C:6]1[CH:7]=[C:8]2[C:13](=[CH:14][C:15]=1[CH2:16][O:17]C(=O)C)[O:12][C:11](=[O:21])[C:10]([CH2:22][C:23]([O:25][CH2:26][CH3:27])=[O:24])=[C:9]2[C:28]1[CH:33]=[CH:32][CH:31]=[CH:30][CH:29]=1)(=O)C.C1CCN2C(=NCCC2)CC1. (9) Given the product [CH3:19][C:10]1[C:9]([NH:8][C:3]2[CH:4]=[CH:5][CH:6]=[CH:7][C:2]=2[NH:1][C:25]([C@@H:21]2[CH2:22][CH2:23][CH2:24][O:20]2)=[O:26])=[CH:18][CH:17]=[CH:16][C:11]=1[C:12]([O:14][CH3:15])=[O:13], predict the reactants needed to synthesize it. The reactants are: [NH2:1][C:2]1[CH:7]=[CH:6][CH:5]=[CH:4][C:3]=1[NH:8][C:9]1[C:10]([CH3:19])=[C:11]([CH:16]=[CH:17][CH:18]=1)[C:12]([O:14][CH3:15])=[O:13].[O:20]1[CH2:24][CH2:23][CH2:22][C@H:21]1[C:25](O)=[O:26].Cl.CN(C)CCCN=C=NCC.ON1C2C=CC=CC=2N=N1. (10) Given the product [Cl:1][C:2]1[C:11]([O:12][C@H:14]2[CH2:18][N:17]([C:19]([O:21][C:22]([CH3:25])([CH3:24])[CH3:23])=[O:20])[C@H:16]([C:26]([O:28][CH3:29])=[O:27])[CH2:15]2)=[CH:10][C:9]2[C:4](=[CH:5][CH:6]=[CH:7][CH:8]=2)[N:3]=1, predict the reactants needed to synthesize it. The reactants are: [Cl:1][C:2]1[C:11]([OH:12])=[CH:10][C:9]2[C:4](=[CH:5][CH:6]=[CH:7][CH:8]=2)[N:3]=1.O[C@@H:14]1[CH2:18][N:17]([C:19]([O:21][C:22]([CH3:25])([CH3:24])[CH3:23])=[O:20])[C@H:16]([C:26]([O:28][CH3:29])=[O:27])[CH2:15]1.C1C=CC(P(C2C=CC=CC=2)C2C=CC=CC=2)=CC=1.CCOC(/N=N/C(OCC)=O)=O.